Dataset: Catalyst prediction with 721,799 reactions and 888 catalyst types from USPTO. Task: Predict which catalyst facilitates the given reaction. (1) Reactant: [CH3:1][C:2]1[C:6]([C:7]2[CH:8]=[CH:9][C:10]3[N:11]([C:13]([C:16](=[O:31])[NH:17][C:18]4[CH:23]=[C:22]([C:24]5[N:28]=[C:27]([CH3:29])[O:26][N:25]=5)[CH:21]=[CH:20][C:19]=4[CH3:30])=[CH:14][N:15]=3)[CH:12]=2)=[C:5]([CH3:32])[N:4]([CH2:33][C:34](O)=[O:35])[N:3]=1.B. Product: [OH:35][CH2:34][CH2:33][N:4]1[C:5]([CH3:32])=[C:6]([C:7]2[CH:8]=[CH:9][C:10]3[N:11]([C:13]([C:16]([NH:17][C:18]4[CH:23]=[C:22]([C:24]5[N:28]=[C:27]([CH3:29])[O:26][N:25]=5)[CH:21]=[CH:20][C:19]=4[CH3:30])=[O:31])=[CH:14][N:15]=3)[CH:12]=2)[C:2]([CH3:1])=[N:3]1. The catalyst class is: 1. (2) Reactant: C([Li])CCC.C(NC(C)C)(C)C.[C:13]1(=[O:19])[CH2:18][CH2:17][CH2:16][CH2:15][CH2:14]1.C1C=CC(N([S:27]([C:30]([F:33])([F:32])[F:31])(=[O:29])=[O:28])[S:27]([C:30]([F:33])([F:32])[F:31])(=[O:29])=[O:28])=CC=1. Product: [F:31][C:30]([F:33])([F:32])[S:27]([O:19][C:13]1[CH2:18][CH2:17][CH2:16][CH2:15][CH:14]=1)(=[O:29])=[O:28]. The catalyst class is: 7. (3) Reactant: O=[C:2]([C:8]1[C:21]2[C:22]3=[C:23]4[C:18](=[CH:19][CH:20]=2)[CH:17]=[CH:16][CH:15]=[C:14]4[CH:13]=[CH:12][C:11]3=[CH:10][CH:9]=1)[CH2:3][CH2:4][C:5]([OH:7])=[O:6].O.NN.[OH-].[K+].Cl. Product: [C:8]1([CH2:2][CH2:3][CH2:4][C:5]([OH:7])=[O:6])[C:21]2[C:22]3=[C:23]4[C:18](=[CH:19][CH:20]=2)[CH:17]=[CH:16][CH:15]=[C:14]4[CH:13]=[CH:12][C:11]3=[CH:10][CH:9]=1. The catalyst class is: 831. (4) Reactant: [NH2:1][C:2](=[S:17])[C:3]([NH:6][C:7](=[O:16])[O:8][CH2:9][C:10]1[CH:15]=[CH:14][CH:13]=[CH:12][CH:11]=1)([CH3:5])[CH3:4].Cl[CH2:19][C:20](=O)[CH3:21]. Product: [CH3:4][C:3]([NH:6][C:7](=[O:16])[O:8][CH2:9][C:10]1[CH:15]=[CH:14][CH:13]=[CH:12][CH:11]=1)([C:2]1[S:17][CH:19]=[C:20]([CH3:21])[N:1]=1)[CH3:5]. The catalyst class is: 31. (5) Reactant: [CH3:1][O:2][C:3]([C:5]1([CH3:26])[CH2:11][CH2:10][N:9](S(C2C=CC(C)=CC=2)(=O)=O)[C:8]2[CH:22]=[CH:23][CH:24]=[CH:25][C:7]=2[CH2:6]1)=[O:4].[Mg].[Cl-].[NH4+]. Product: [CH3:1][O:2][C:3]([C:5]1([CH3:26])[CH2:11][CH2:10][NH:9][C:8]2[CH:22]=[CH:23][CH:24]=[CH:25][C:7]=2[CH2:6]1)=[O:4]. The catalyst class is: 5. (6) The catalyst class is: 1. Reactant: [CH3:1][CH2:2][CH2:3][CH2:4][C:5]1[CH:6]=[CH:7][C:8]([C:11]([OH:13])=O)=[N:9][CH:10]=1.S(Cl)(Cl)=O.Cl.[NH2:19][CH2:20][C:21]1[CH:29]=[CH:28][CH:27]=[C:26]2[C:22]=1[C:23](=[O:39])[N:24]([CH:31]1[CH2:36][CH2:35][C:34](=[O:37])[NH:33][C:32]1=[O:38])[C:25]2=[O:30].C(N(CC)CC)C. Product: [O:38]=[C:32]1[CH:31]([N:24]2[C:23](=[O:39])[C:22]3[C:26](=[CH:27][CH:28]=[CH:29][C:21]=3[CH2:20][NH:19][C:11]([C:8]3[CH:7]=[CH:6][C:5]([CH2:4][CH2:3][CH2:2][CH3:1])=[CH:10][N:9]=3)=[O:13])[C:25]2=[O:30])[CH2:36][CH2:35][C:34](=[O:37])[NH:33]1.